From a dataset of NCI-60 drug combinations with 297,098 pairs across 59 cell lines. Regression. Given two drug SMILES strings and cell line genomic features, predict the synergy score measuring deviation from expected non-interaction effect. Drug 1: C1=NC2=C(N1)C(=S)N=CN2. Drug 2: CN(C(=O)NC(C=O)C(C(C(CO)O)O)O)N=O. Cell line: DU-145. Synergy scores: CSS=27.7, Synergy_ZIP=1.54, Synergy_Bliss=2.29, Synergy_Loewe=-37.5, Synergy_HSA=0.354.